From a dataset of Reaction yield outcomes from USPTO patents with 853,638 reactions. Predict the reaction yield, written as a fraction of the theoretical maximum amount of product (1.0 means a 100% yield; for example, 0.34 means a 34% yield). The reactants are [OH:1][C:2]1[CH:11]=[CH:10][CH:9]=[C:8]2[C:3]=1[CH2:4][CH2:5][CH2:6][C:7]2=[O:12].[Br:13][C:14]1[CH:19]=[CH:18][C:17]([Cl:20])=[CH:16][C:15]=1[CH2:21]Br.C(=O)([O-])[O-].[K+].[K+]. The catalyst is CN(C)C=O.C(OCC)(=O)C. The product is [Br:13][C:14]1[CH:19]=[CH:18][C:17]([Cl:20])=[CH:16][C:15]=1[CH2:21][O:1][C:2]1[CH:11]=[CH:10][CH:9]=[C:8]2[C:3]=1[CH2:4][CH2:5][CH2:6][C:7]2=[O:12]. The yield is 0.940.